From a dataset of Catalyst prediction with 721,799 reactions and 888 catalyst types from USPTO. Predict which catalyst facilitates the given reaction. (1) Reactant: Br[C:2]1[CH:7]=[CH:6][CH:5]=[CH:4][N:3]=1.[Li]CCCC.[F:13][C:14]1[CH:19]=[CH:18][C:17]([N:20]2[C:28]3[CH:27]=[C:26]4[CH2:29][CH2:30][CH2:31][C@@H:32]5[CH2:37][C@@:36]([O:42][Si](CC)(CC)CC)([C:38]([F:41])([F:40])[F:39])[CH2:35][CH2:34][C@@:33]5([C:50]#N)[C:25]4=[CH:24][C:23]=3[CH:22]=[N:21]2)=[CH:16][CH:15]=1.[F:52][C:53]1[CH:58]=[CH:57][C:56]([N:59]2[C:67]3[CH:66]=[C:65]4[CH2:68][CH2:69][CH2:70][C@@H:71]5[CH2:76][C@@:75]([O:81][Si](CC)(CC)CC)([C:77]([F:80])([F:79])[F:78])[CH2:74][CH2:73][C@@:72]5([C:89]#N)[C:64]4=[CH:63][C:62]=3[CH:61]=[N:60]2)=[CH:55][CH:54]=1. Product: [F:13][C:14]1[CH:15]=[CH:16][C:17]([N:20]2[C:28]3[CH:27]=[C:26]4[CH2:29][CH2:30][CH2:31][C@@H:32]5[CH2:37][C@@:36]([OH:42])([C:38]([F:39])([F:41])[F:40])[CH2:35][CH2:34][C@@:33]5([C:50]([C:2]5[CH:7]=[CH:6][CH:5]=[CH:4][N:3]=5)=[O:81])[C:25]4=[CH:24][C:23]=3[CH:22]=[N:21]2)=[CH:18][CH:19]=1.[F:52][C:53]1[CH:54]=[CH:55][C:56]([N:59]2[C:67]3[CH:66]=[C:65]4[CH2:68][CH2:69][CH2:70][C@@H:71]5[CH2:76][C@@:75]([OH:81])([C:77]([F:78])([F:80])[F:79])[CH2:74][CH2:73][C@@:72]5([C:89]([C:2]5[CH:7]=[CH:6][CH:5]=[CH:4][N:3]=5)=[O:42])[C:64]4=[CH:63][C:62]=3[CH:61]=[N:60]2)=[CH:57][CH:58]=1. The catalyst class is: 1. (2) Product: [F:21][C:22]1[CH:23]=[CH:24][C:25]([C:28]2[C:33](/[CH:34]=[CH:35]/[CH:36]([OH:37])[CH2:14][C:13]([O:16][C:17]([CH3:20])([CH3:19])[CH3:18])=[O:15])=[C:32]([CH:38]([CH3:40])[CH3:39])[N:31]=[C:30]([N:41]([CH3:46])[S:42]([CH3:45])(=[O:44])=[O:43])[N:29]=2)=[CH:26][CH:27]=1. Reactant: C(NC(C)C)(C)C.C([Li])CCC.[C:13]([O:16][C:17]([CH3:20])([CH3:19])[CH3:18])(=[O:15])[CH3:14].[F:21][C:22]1[CH:27]=[CH:26][C:25]([C:28]2[C:33](/[CH:34]=[CH:35]/[CH:36]=[O:37])=[C:32]([CH:38]([CH3:40])[CH3:39])[N:31]=[C:30]([N:41]([CH3:46])[S:42]([CH3:45])(=[O:44])=[O:43])[N:29]=2)=[CH:24][CH:23]=1. The catalyst class is: 1. (3) Reactant: [I:1][C:2]1[CH:14]=[CH:13][C:5]([O:6][CH:7]2[CH2:12][CH2:11][O:10][CH2:9][CH2:8]2)=[C:4]([N+:15]([O-])=O)[CH:3]=1. The catalyst class is: 770. Product: [I:1][C:2]1[CH:14]=[CH:13][C:5]([O:6][CH:7]2[CH2:12][CH2:11][O:10][CH2:9][CH2:8]2)=[C:4]([NH2:15])[CH:3]=1. (4) Reactant: S(Cl)([Cl:3])=O.[Na+].[OH:6][C:7]1[CH:12]=[CH:11][C:10]([S:13]([O-:16])(=O)=[O:14])=[CH:9][CH:8]=1. Product: [OH:6][C:7]1[CH:12]=[CH:11][C:10]([S:13]([Cl:3])(=[O:16])=[O:14])=[CH:9][CH:8]=1. The catalyst class is: 59. (5) Reactant: Br[C:2]1[CH:3]=[C:4]([CH:15]([CH2:21][CH:22]([CH3:24])[CH3:23])[C:16]([O:18][CH2:19][CH3:20])=[O:17])[CH:5]=[C:6]([Cl:14])[C:7]=1[O:8][CH2:9][C:10]([F:13])([F:12])[F:11].[F:25][C:26]([F:37])([F:36])[C:27]1[CH:32]=[CH:31][C:30](B(O)O)=[CH:29][CH:28]=1.[F-].[Cs+]. Product: [Cl:14][C:6]1[CH:5]=[C:4]([CH:15]([CH2:21][CH:22]([CH3:24])[CH3:23])[C:16]([O:18][CH2:19][CH3:20])=[O:17])[CH:3]=[C:2]([C:30]2[CH:31]=[CH:32][C:27]([C:26]([F:37])([F:36])[F:25])=[CH:28][CH:29]=2)[C:7]=1[O:8][CH2:9][C:10]([F:13])([F:12])[F:11]. The catalyst class is: 104. (6) Reactant: COCCN(S(F)(F)[F:11])CCOC.O[CH2:15][CH2:16][C:17]1[CH:24]=[CH:23][C:20]([C:21]#[N:22])=[CH:19][CH:18]=1. Product: [F:11][CH2:15][CH2:16][C:17]1[CH:24]=[CH:23][C:20]([C:21]#[N:22])=[CH:19][CH:18]=1. The catalyst class is: 2. (7) Reactant: [CH:1]1([NH:4][C:5]([NH:7][CH2:8][C:9]2[CH:34]=[C:33]([F:35])[CH:32]=[CH:31][C:10]=2[CH2:11][O:12][C:13]2[CH:18]=[C:17]([CH3:19])[N:16]([C:20]3[CH:21]=[C:22]([CH:26]=[CH:27][C:28]=3[CH3:29])[C:23](O)=[O:24])[C:15](=[O:30])[CH:14]=2)=[O:6])[CH2:3][CH2:2]1.ClC(OCC(C)C)=O.[CH3:44][N:45]1CCOCC1.CN. Product: [CH:1]1([NH:4][C:5]([NH:7][CH2:8][C:9]2[CH:34]=[C:33]([F:35])[CH:32]=[CH:31][C:10]=2[CH2:11][O:12][C:13]2[CH:18]=[C:17]([CH3:19])[N:16]([C:20]3[CH:21]=[C:22]([CH:26]=[CH:27][C:28]=3[CH3:29])[C:23]([NH:45][CH3:44])=[O:24])[C:15](=[O:30])[CH:14]=2)=[O:6])[CH2:2][CH2:3]1. The catalyst class is: 239. (8) Reactant: [OH:1][C:2]1[CH:3]=[C:4]([NH:8][C:9](=[O:11])[CH3:10])[CH:5]=[CH:6][CH:7]=1.C(=O)([O-])[O-].[K+].[K+].[CH2:18](Br)[CH:19]=[CH2:20].O. Product: [CH2:20]([O:1][C:2]1[CH:3]=[C:4]([NH:8][C:9](=[O:11])[CH3:10])[CH:5]=[CH:6][CH:7]=1)[CH:19]=[CH2:18]. The catalyst class is: 42. (9) Reactant: [CH3:1][O:2][C:3]1[CH:8]=[CH:7][C:6]([CH2:9][Cl:10])=[CH:5][C:4]=1[CH3:11].[C:12]1([P:18]([C:25]2[CH:30]=[CH:29][CH:28]=[CH:27][CH:26]=2)[C:19]2[CH:24]=[CH:23][CH:22]=[CH:21][CH:20]=2)[CH:17]=[CH:16][CH:15]=[CH:14][CH:13]=1. Product: [Cl-:10].[CH3:1][O:2][C:3]1[CH:8]=[CH:7][C:6]([CH2:9][P+:18]([C:19]2[CH:20]=[CH:21][CH:22]=[CH:23][CH:24]=2)([C:25]2[CH:30]=[CH:29][CH:28]=[CH:27][CH:26]=2)[C:12]2[CH:13]=[CH:14][CH:15]=[CH:16][CH:17]=2)=[CH:5][C:4]=1[CH3:11]. The catalyst class is: 11.